Predict the reaction yield, written as a fraction of the theoretical maximum amount of product (1.0 means a 100% yield; for example, 0.34 means a 34% yield). From a dataset of Reaction yield outcomes from USPTO patents with 853,638 reactions. (1) The reactants are [C:1]([Si:5]([CH3:17])([CH3:16])[O:6][C@H:7]1[C@H:11]2[O:12][CH2:13][C@H:14]([NH2:15])[C@H:10]2[O:9][CH2:8]1)([CH3:4])([CH3:3])[CH3:2].C(N(CC)CC)C.[CH:25]1([N:31]=[C:32]=[O:33])[CH2:30][CH2:29][CH2:28][CH2:27][CH2:26]1. The catalyst is ClCCl. The product is [C:1]([Si:5]([CH3:17])([CH3:16])[O:6][C@H:7]1[C@H:11]2[O:12][CH2:13][C@H:14]([NH:15][C:32]([NH:31][CH:25]3[CH2:30][CH2:29][CH2:28][CH2:27][CH2:26]3)=[O:33])[C@H:10]2[O:9][CH2:8]1)([CH3:4])([CH3:3])[CH3:2]. The yield is 0.780. (2) The reactants are [NH2:1][C:2]1[CH:3]=[C:4]([NH:9][C:10](=O)C)[CH:5]=[CH:6][C:7]=1[CH3:8].[Cl:13]C1[N:19]=[C:18]([C:20]2[CH:21]=[N:22][CH:23]=[CH:24][CH:25]=2)[CH:17]=[CH:16][N:15]=1.Cl. The catalyst is CN(C=O)C. The product is [ClH:13].[CH3:8][C:7]1[C:2]([NH2:1])=[CH:3][C:4]([NH:9][C:10]2[N:19]=[C:18]([C:20]3[CH:21]=[N:22][CH:23]=[CH:24][CH:25]=3)[CH:17]=[CH:16][N:15]=2)=[CH:5][CH:6]=1. The yield is 0.650. (3) The reactants are [NH4+].[N:2]#[C:3][S-:4].[CH:5]([C:8]1[CH:9]=[C:10]([CH:12]=[CH:13][CH:14]=1)[NH2:11])([CH3:7])[CH3:6]. The catalyst is Cl.O. The product is [CH:5]([C:8]1[CH:9]=[C:10]([NH:11][C:3]([NH2:2])=[S:4])[CH:12]=[CH:13][CH:14]=1)([CH3:7])[CH3:6]. The yield is 0.220. (4) The reactants are CN1C=CN=C1.[Li+].[Cl-].[CH:9]([C:11]1[CH:20]=[CH:19][C:14]([C:15]([O:17][CH3:18])=[O:16])=[CH:13][N:12]=1)=[O:10].[CH3:21][O:22][C:23]([O:27][Si](C)(C)C)=[C:24]([CH3:26])[CH3:25]. The yield is 0.537. The catalyst is CN(C=O)C. The product is [OH:10][CH:9]([C:11]1[CH:20]=[CH:19][C:14]([C:15]([O:17][CH3:18])=[O:16])=[CH:13][N:12]=1)[C:24]([CH3:26])([CH3:25])[C:23]([O:22][CH3:21])=[O:27].